Dataset: Peptide-MHC class I binding affinity with 185,985 pairs from IEDB/IMGT. Task: Regression. Given a peptide amino acid sequence and an MHC pseudo amino acid sequence, predict their binding affinity value. This is MHC class I binding data. (1) The binding affinity (normalized) is 0.483. The MHC is HLA-A02:02 with pseudo-sequence HLA-A02:02. The peptide sequence is NTISGNIYSA. (2) The peptide sequence is LFYPSMFTLR. The MHC is HLA-A03:01 with pseudo-sequence HLA-A03:01. The binding affinity (normalized) is 0.319. (3) The peptide sequence is ALNHLVLSL. The MHC is HLA-A32:01 with pseudo-sequence HLA-A32:01. The binding affinity (normalized) is 0.656. (4) The peptide sequence is KSINVEYRF. The MHC is HLA-A11:01 with pseudo-sequence HLA-A11:01. The binding affinity (normalized) is 0. (5) The peptide sequence is VLQWASLAV. The MHC is HLA-A02:03 with pseudo-sequence HLA-A02:03. The binding affinity (normalized) is 0.584. (6) The peptide sequence is YNFSLGAAV. The MHC is HLA-A68:02 with pseudo-sequence HLA-A68:02. The binding affinity (normalized) is 0.452. (7) The peptide sequence is FTASVSTVV. The MHC is HLA-B45:06 with pseudo-sequence HLA-B45:06. The binding affinity (normalized) is 0.213. (8) The peptide sequence is YGDTEAICR. The MHC is HLA-A11:01 with pseudo-sequence HLA-A11:01. The binding affinity (normalized) is 0.0847.